From a dataset of Reaction yield outcomes from USPTO patents with 853,638 reactions. Predict the reaction yield, written as a fraction of the theoretical maximum amount of product (1.0 means a 100% yield; for example, 0.34 means a 34% yield). (1) The product is [C:1]([O:5][C:6]([N:8]1[CH2:13][CH2:12][C:11]([C:14]([N:32]=[N+:33]=[N-:34])=[O:15])([C:17]2[CH:22]=[CH:21][CH:20]=[CH:19][C:18]=2[Br:23])[CH2:10][CH2:9]1)=[O:7])([CH3:4])([CH3:3])[CH3:2]. The reactants are [C:1]([O:5][C:6]([N:8]1[CH2:13][CH2:12][C:11]([C:17]2[CH:22]=[CH:21][CH:20]=[CH:19][C:18]=2[Br:23])([C:14](O)=[O:15])[CH2:10][CH2:9]1)=[O:7])([CH3:4])([CH3:3])[CH3:2].ClC(N(C)C)=C(C)C.[N-:32]=[N+:33]=[N-:34].[Na+]. The yield is 0.830. The catalyst is ClCCl.COC(C)(C)C. (2) The reactants are C([O:3][CH2:4][CH2:5][O:6][NH:7][C:8]([C:10]1[CH:11]=[C:12]2[CH:17]=[CH:16][N:15]=[CH:14][N:13]2[C:18]=1[NH:19][C:20]1[CH:25]=[CH:24][C:23]([S:26][CH3:27])=[CH:22][C:21]=1[F:28])=[O:9])=C.Cl. No catalyst specified. The product is [OH:3][CH2:4][CH2:5][O:6][NH:7][C:8]([C:10]1[CH:11]=[C:12]2[CH:17]=[CH:16][N:15]=[CH:14][N:13]2[C:18]=1[NH:19][C:20]1[CH:25]=[CH:24][C:23]([S:26][CH3:27])=[CH:22][C:21]=1[F:28])=[O:9]. The yield is 0.560. (3) The reactants are [OH:1][C:2]1[CH:3]=[C:4]([C:18]([OH:20])=O)[C:5]2[O:9][C:8]([C:10]3[CH:15]=[CH:14][C:13]([OH:16])=[CH:12][CH:11]=3)=[CH:7][C:6]=2[CH:17]=1.Cl.[CH3:22][NH:23][O:24][CH3:25].CCN=C=NCCCN(C)C.Cl.Cl. The catalyst is CN(C1C=CN=CC=1)C.CN(C=O)C. The product is [CH3:25][O:24][N:23]([CH3:22])[C:18]([C:4]1[C:5]2[O:9][C:8]([C:10]3[CH:15]=[CH:14][C:13]([OH:16])=[CH:12][CH:11]=3)=[CH:7][C:6]=2[CH:17]=[C:2]([OH:1])[CH:3]=1)=[O:20]. The yield is 0.550.